Dataset: Reaction yield outcomes from USPTO patents with 853,638 reactions. Task: Predict the reaction yield, written as a fraction of the theoretical maximum amount of product (1.0 means a 100% yield; for example, 0.34 means a 34% yield). (1) The reactants are [NH2:1][C:2]1[CH:3]=[C:4]([CH:8]=[CH:9][C:10]=1[NH2:11])[C:5]([OH:7])=[O:6].C(O[C:15](=N)[CH2:16][C:17]([O:19][CH2:20][CH3:21])=[O:18])C.C(O)(=O)C. The catalyst is C(OCC)C. The product is [CH2:20]([O:19][C:17]([CH2:16][C:15]1[NH:11][C:10]2[CH:9]=[CH:8][C:4]([C:5]([OH:7])=[O:6])=[CH:3][C:2]=2[N:1]=1)=[O:18])[CH3:21]. The yield is 0.830. (2) The reactants are C1C(=O)N([Br:8])C(=O)C1.[Br:9][C:10]1[CH:15]=[CH:14][C:13]([C:16]2[O:17][C:18]([CH3:23])=[C:19]([CH:21]=[CH2:22])[N:20]=2)=[CH:12][CH:11]=1.CCOC(C)=O.[OH2:30]. The catalyst is CS(C)=O. The yield is 0.740. The product is [Br:8][CH2:22][CH:21]([C:19]1[N:20]=[C:16]([C:13]2[CH:12]=[CH:11][C:10]([Br:9])=[CH:15][CH:14]=2)[O:17][C:18]=1[CH3:23])[OH:30]. (3) The reactants are [Si]([O:18][CH:19]1[CH2:22][N:21]([C:23]2[S:24][CH:25]=[C:26]([C:28](=[O:52])[NH:29][C@@H:30](O[Si](C(C)(C)C)(C3C=CC=CC=3)C3C=CC=CC=3)[CH:31]([CH3:33])[CH3:32])[N:27]=2)[CH2:20]1)(C(C)(C)C)(C1C=CC=CC=1)C1C=CC=CC=1.[F-].C([N+](CCCC)(CCCC)CCCC)CCC.[O:71]1CCC[CH2:72]1. No catalyst specified. The product is [OH:18][CH:19]1[CH2:20][N:21]([C:23]2[S:24][CH:25]=[C:26]([C:28](=[O:52])[NH:29][C@H:30]([CH2:72][OH:71])[CH:31]([CH3:32])[CH3:33])[N:27]=2)[CH2:22]1. The yield is 1.00. (4) The reactants are [CH:1]1([CH:4]([C:6]2[C:7]([Cl:13])=[N:8][CH:9]=[N:10][C:11]=2[Cl:12])[OH:5])[CH2:3][CH2:2]1. The catalyst is CC(C)=O.[O-2].[Cr+6].[O-2].[O-2]. The product is [CH:1]1([C:4]([C:6]2[C:7]([Cl:13])=[N:8][CH:9]=[N:10][C:11]=2[Cl:12])=[O:5])[CH2:2][CH2:3]1. The yield is 0.960. (5) The reactants are [F:1][C:2]1[CH:8]=[C:7]([CH3:9])[CH:6]=[CH:5][C:3]=1[NH2:4].C([Li])CCC.F[C:16]1[CH:21]=[CH:20][CH:19]=[CH:18][C:17]=1[N+:22]([O-])=O. The catalyst is O1CCCC1. The product is [F:1][C:2]1[CH:8]=[C:7]([CH3:9])[CH:6]=[CH:5][C:3]=1[NH:4][C:16]1[C:17]([NH2:22])=[CH:18][CH:19]=[CH:20][CH:21]=1. The yield is 1.00. (6) The reactants are [CH:1]([C:3]1[O:4][C:5]2[CH:12]=[CH:11][C:10]([C:13]#[N:14])=[CH:9][C:6]=2[C:7]=1[CH3:8])=[O:2].[CH:15]1([Mg]Br)[CH2:20][CH2:19][CH2:18][CH2:17][CH2:16]1.[Cl-].[NH4+]. The catalyst is O1CCCC1. The product is [CH:15]1([CH:1]([OH:2])[C:3]2[O:4][C:5]3[CH:12]=[CH:11][C:10]([C:13]#[N:14])=[CH:9][C:6]=3[C:7]=2[CH3:8])[CH2:20][CH2:19][CH2:18][CH2:17][CH2:16]1. The yield is 0.430.